From a dataset of Full USPTO retrosynthesis dataset with 1.9M reactions from patents (1976-2016). Predict the reactants needed to synthesize the given product. (1) Given the product [NH2:12][C:13]1[N:14]=[C:15]([N:24]2[CH2:25][CH2:26][N:27]([C:30](=[O:40])[CH2:31][O:32][C:33]3[CH:38]=[CH:37][C:36]([Cl:39])=[CH:35][CH:34]=3)[CH2:28][CH2:29]2)[C:16]2[N:22]=[C:21]([C:3]3[CH:4]=[C:5]([Cl:8])[CH:6]=[CH:7][C:2]=3[Cl:1])[CH:20]=[CH:19][C:17]=2[N:18]=1, predict the reactants needed to synthesize it. The reactants are: [Cl:1][C:2]1[CH:7]=[CH:6][C:5]([Cl:8])=[CH:4][C:3]=1B(O)O.[NH2:12][C:13]1[N:14]=[C:15]([N:24]2[CH2:29][CH2:28][N:27]([C:30](=[O:40])[CH2:31][O:32][C:33]3[CH:38]=[CH:37][C:36]([Cl:39])=[CH:35][CH:34]=3)[CH2:26][CH2:25]2)[C:16]2[N:22]=[C:21](Cl)[CH:20]=[CH:19][C:17]=2[N:18]=1. (2) Given the product [C@H:23]([NH:26][S:2]([C:5]1[CH:6]=[CH:7][C:8]([F:14])=[C:9]([CH:13]=1)[C:10]([OH:12])=[O:11])(=[O:4])=[O:3])([CH2:24][CH3:25])[CH3:22], predict the reactants needed to synthesize it. The reactants are: Cl[S:2]([C:5]1[CH:6]=[CH:7][C:8]([F:14])=[C:9]([CH:13]=1)[C:10]([OH:12])=[O:11])(=[O:4])=[O:3].CCN(CC)CC.[CH3:22][C@@H:23]([NH2:26])[CH2:24][CH3:25]. (3) Given the product [Cl:1][C:2]1[CH:3]=[CH:4][C:5]([S:8]([CH:11]([C:20]2[CH:25]=[C:24]([F:26])[CH:23]=[CH:22][C:21]=2[F:27])[CH2:12][CH2:13][O:14][CH2:15][CH2:16][OH:17])(=[O:10])=[O:9])=[CH:6][CH:7]=1, predict the reactants needed to synthesize it. The reactants are: [Cl:1][C:2]1[CH:7]=[CH:6][C:5]([S:8]([CH:11]([C:20]2[CH:25]=[C:24]([F:26])[CH:23]=[CH:22][C:21]=2[F:27])[CH2:12][CH2:13][O:14][CH2:15][CH2:16][O:17]C=C)(=[O:10])=[O:9])=[CH:4][CH:3]=1.